Dataset: Reaction yield outcomes from USPTO patents with 853,638 reactions. Task: Predict the reaction yield, written as a fraction of the theoretical maximum amount of product (1.0 means a 100% yield; for example, 0.34 means a 34% yield). (1) The reactants are [CH3:1][C:2]1[C:3]([CH:13]=[O:14])=[CH:4][NH:5][C:6]=1[C:7]1[CH:12]=[CH:11][CH:10]=[CH:9][CH:8]=1.[H-].[Na+].C1OCCOCCOCCOCCOC1.Cl.[N:33]1[CH:38]=[CH:37][CH:36]=[C:35]([S:39](Cl)(=[O:41])=[O:40])[CH:34]=1. The catalyst is O1CCCC1.O. The product is [CH3:1][C:2]1[C:3]([CH:13]=[O:14])=[CH:4][N:5]([S:39]([C:35]2[CH:34]=[N:33][CH:38]=[CH:37][CH:36]=2)(=[O:41])=[O:40])[C:6]=1[C:7]1[CH:12]=[CH:11][CH:10]=[CH:9][CH:8]=1. The yield is 0.530. (2) The reactants are [Br:1][C:2]1[CH:7]=[CH:6][C:5]([CH2:8][CH2:9][CH2:10][C:11]([NH:13][C:14]2[CH:15]=[CH:16][C:17]([S:30][CH2:31][CH3:32])=[C:18]([CH:29]=2)[CH2:19][N:20]([CH3:28])[C:21](=[O:27])[O:22][C:23]([CH3:26])([CH3:25])[CH3:24])=[O:12])=[CH:4][CH:3]=1.[C:33](OC(=O)N(CC1C=C(N)C=CC=1SC(C)C)C)(C)(C)C.BrC1C=CC(C(CC)C(O)=O)=CC=1. No catalyst specified. The product is [Br:1][C:2]1[CH:3]=[CH:4][C:5]([CH2:8][CH2:9][CH2:10][C:11]([NH:13][C:14]2[CH:15]=[CH:16][C:17]([S:30][CH:31]([CH3:33])[CH3:32])=[C:18]([CH:29]=2)[CH2:19][N:20]([CH3:28])[C:21](=[O:27])[O:22][C:23]([CH3:26])([CH3:25])[CH3:24])=[O:12])=[CH:6][CH:7]=1. The yield is 0.890. (3) The reactants are C(OC([N:8]=[C:9]([NH:40]C(OC(C)(C)C)=O)[NH:10][C:11]1[CH:12]=[C:13]([CH:17]([O:21][P:22]([C@@H:25]([NH:29][S:30]([CH2:33][C:34]2[CH:39]=[CH:38][CH:37]=[CH:36][CH:35]=2)(=[O:32])=[O:31])[CH:26]([CH3:28])[CH3:27])([OH:24])=[O:23])[C:18]([OH:20])=[O:19])[CH:14]=[CH:15][CH:16]=1)=O)(C)(C)C.C(O)(C(F)(F)F)=O. The catalyst is C(Cl)Cl. The product is [NH:10]([C:11]1[CH:12]=[C:13]([CH:17]([O:21][P:22]([CH:25]([NH:29][S:30]([CH2:33][C:34]2[CH:39]=[CH:38][CH:37]=[CH:36][CH:35]=2)(=[O:31])=[O:32])[CH:26]([CH3:28])[CH3:27])([OH:24])=[O:23])[C:18]([OH:20])=[O:19])[CH:14]=[CH:15][CH:16]=1)[C:9]([NH2:40])=[NH:8]. The yield is 0.120. (4) The reactants are Br[C:2]1[CH:3]=[C:4]2[C:8](=[CH:9][CH:10]=1)[NH:7][C:6]1[N:11]=[CH:12][CH:13]=[CH:14][C:5]2=1.[I:15][C:16]1[CH:21]=[CH:20][CH:19]=[CH:18][CH:17]=1.C1(N)CCCCC1N.[O-]P([O-])([O-])=O.[K+].[K+].[K+]. The catalyst is C1(C)C(C)=CC=CC=1.[Cu]I. The product is [I:15][C:16]1[CH:21]=[C:20]2[C:19](=[CH:18][CH:17]=1)[N:7]([C:8]1[CH:9]=[CH:10][CH:2]=[CH:3][CH:4]=1)[C:6]1[N:11]=[CH:12][CH:13]=[CH:14][C:5]2=1. The yield is 0.210. (5) The reactants are [N:1]1([C:7]2[CH:8]=[N:9][C:10]3[C:15]([N:16]=2)=[CH:14][C:13]([C:17]2[CH:18]=[C:19]([NH:23][S:24]([C:27]4[CH:32]=[CH:31][CH:30]=[CH:29][CH:28]=4)(=[O:26])=[O:25])[CH:20]=[N:21][CH:22]=2)=[CH:12][CH:11]=3)[CH2:6][CH2:5][NH:4][CH2:3][CH2:2]1.C(N(CC)CC)C.S(Cl)(Cl)(=O)=O.[CH3:45][CH:46]([CH3:52])[CH2:47][S:48](Cl)(=[O:50])=[O:49]. The catalyst is ClCCl. The product is [CH3:45][CH:46]([CH3:52])[CH2:47][S:48]([N:4]1[CH2:5][CH2:6][N:1]([C:7]2[CH:8]=[N:9][C:10]3[C:15]([N:16]=2)=[CH:14][C:13]([C:17]2[CH:18]=[C:19]([NH:23][S:24]([C:27]4[CH:32]=[CH:31][CH:30]=[CH:29][CH:28]=4)(=[O:26])=[O:25])[CH:20]=[N:21][CH:22]=2)=[CH:12][CH:11]=3)[CH2:2][CH2:3]1)(=[O:50])=[O:49]. The yield is 0.200. (6) The reactants are [OH:1][C:2]1[CH:11]=[C:10]([CH3:12])[C:9]2[C:4](=[CH:5][CH:6]=[CH:7][CH:8]=2)[N:3]=1.[N+:13]([O-])([OH:15])=[O:14].[OH-].[Na+]. The product is [OH:1][C:2]1[CH:11]=[C:10]([CH3:12])[C:9]2[C:4](=[CH:5][CH:6]=[C:7]([N+:13]([O-:15])=[O:14])[CH:8]=2)[N:3]=1. No catalyst specified. The yield is 0.820.